This data is from Catalyst prediction with 721,799 reactions and 888 catalyst types from USPTO. The task is: Predict which catalyst facilitates the given reaction. Reactant: Cl.Cl[C:3]1[C:12]2[C:7](=[CH:8][C:9]([Cl:13])=[CH:10][CH:11]=2)[N:6]=[CH:5][N:4]=1.[NH2:14][C:15]1[C:20]2[N:21]=[C:22]([NH:24][C:25](=[O:27])[CH3:26])[S:23][C:19]=2[CH:18]=[CH:17][CH:16]=1.[H-].[Na+]. Product: [Cl:13][C:9]1[CH:8]=[C:7]2[C:12]([C:3]([NH:14][C:15]3[C:20]4[N:21]=[C:22]([NH:24][C:25](=[O:27])[CH3:26])[S:23][C:19]=4[CH:18]=[CH:17][CH:16]=3)=[N:4][CH:5]=[N:6]2)=[CH:11][CH:10]=1. The catalyst class is: 31.